This data is from Catalyst prediction with 721,799 reactions and 888 catalyst types from USPTO. The task is: Predict which catalyst facilitates the given reaction. (1) Reactant: Br[C:2]1[S:6][C:5]([N:7]2[CH2:12][CH:11]([CH3:13])[N:10]([CH2:14][CH2:15][O:16][C:17]3[CH:18]=[C:19]([CH2:24][C:25]([OH:27])=[O:26])[CH:20]=[CH:21][C:22]=3[CH3:23])[CH:9]([CH3:28])[CH2:8]2)=[N:4][CH:3]=1.[F:29][C:30]1[CH:35]=[CH:34][C:33]([F:36])=[CH:32][C:31]=1B(O)O.C(=O)([O-])[O-].[Na+].[Na+].CN(C)C=O. Product: [F:29][C:30]1[CH:35]=[CH:34][C:33]([F:36])=[CH:32][C:31]=1[C:2]1[S:6][C:5]([N:7]2[CH2:12][CH:11]([CH3:13])[N:10]([CH2:14][CH2:15][O:16][C:17]3[CH:18]=[C:19]([CH2:24][C:25]([OH:27])=[O:26])[CH:20]=[CH:21][C:22]=3[CH3:23])[CH:9]([CH3:28])[CH2:8]2)=[N:4][CH:3]=1. The catalyst class is: 690. (2) Reactant: O=P(Cl)(Cl)[Cl:3].[CH3:6][O:7][C:8]1[CH:9]=[C:10]2[C:15](=[CH:16][C:17]=1[O:18][CH2:19][C:20]1[CH:25]=[CH:24][N:23]=[CH:22][CH:21]=1)[N:14]=[CH:13][NH:12][C:11]2=O.CN(C)C1C=CC=CC=1. Product: [Cl:3][C:11]1[C:10]2[C:15](=[CH:16][C:17]([O:18][CH2:19][C:20]3[CH:25]=[CH:24][N:23]=[CH:22][CH:21]=3)=[C:8]([O:7][CH3:6])[CH:9]=2)[N:14]=[CH:13][N:12]=1. The catalyst class is: 11. (3) Reactant: [Br:1][C:2]1[CH:7]=[CH:6][C:5]([N:8]([CH2:17][C:18]2[CH:23]=[CH:22][C:21]([O:24][CH3:25])=[CH:20][CH:19]=2)[CH2:9][CH2:10][CH2:11][CH2:12][CH2:13][C:14]([OH:16])=[O:15])=[C:4]([CH:26]=[O:27])[CH:3]=1.[C:28](=O)([O-])[O-].[K+].[K+].IC.O. Product: [Br:1][C:2]1[CH:7]=[CH:6][C:5]([N:8]([CH2:17][C:18]2[CH:23]=[CH:22][C:21]([O:24][CH3:25])=[CH:20][CH:19]=2)[CH2:9][CH2:10][CH2:11][CH2:12][CH2:13][C:14]([O:16][CH3:28])=[O:15])=[C:4]([CH:26]=[O:27])[CH:3]=1. The catalyst class is: 3. (4) Reactant: [CH3:1][C:2]([O:5][C:6]([N:8]1[C@H:13]([C:14]([OH:16])=O)[CH2:12][C:10](=[O:11])[CH2:9]1)=[O:7])([CH3:4])[CH3:3].Cl.[F:18][C@H:19]1[CH2:23][CH2:22][NH:21][CH2:20]1.C1C=CC2N(O)N=NC=2C=1.C(Cl)CCl. Product: [C:2]([O:5][C:6]([N:8]1[CH2:9][C:10](=[O:11])[CH2:12][C@H:13]1[C:14]([N:21]1[CH2:22][CH2:23][C@H:19]([F:18])[CH2:20]1)=[O:16])=[O:7])([CH3:1])([CH3:3])[CH3:4]. The catalyst class is: 2. (5) Product: [N:52]1([CH2:57][C:58]2[CH:66]=[CH:65][C:61]([C:62]([NH:16][C:14]3[S:15][C:11]([C:9]([NH:8][CH2:1][C:2]4[CH:7]=[CH:6][CH:5]=[CH:4][CH:3]=4)=[O:10])=[C:12]([CH3:17])[N:13]=3)=[O:63])=[CH:60][CH:59]=2)[CH:56]=[CH:55][CH:54]=[N:53]1. Reactant: [CH2:1]([NH:8][C:9]([C:11]1[S:15][C:14]([NH2:16])=[N:13][C:12]=1[CH3:17])=[O:10])[C:2]1[CH:7]=[CH:6][CH:5]=[CH:4][CH:3]=1.CN1CCOCC1.F[P-](F)(F)(F)(F)F.N1(O[P+](N(C)C)(N(C)C)N(C)C)C2C=CC=CC=2N=N1.[N:52]1([CH2:57][C:58]2[CH:66]=[CH:65][C:61]([C:62](O)=[O:63])=[CH:60][CH:59]=2)[CH:56]=[CH:55][CH:54]=[N:53]1. The catalyst class is: 9. (6) Reactant: [CH2:1]([C@@:4]1([CH3:36])[CH2:9][C@H:8]([C:10]2[CH:15]=[CH:14][CH:13]=[C:12]([Cl:16])[CH:11]=2)[C@@H:7]([C:17]2[CH:22]=[CH:21][C:20]([Cl:23])=[CH:19][CH:18]=2)[N:6]([CH:24]([CH2:33][CH3:34])[C:25]([NH:27][C:28]([CH3:32])([CH3:31])[CH2:29]O)=[O:26])[C:5]1=[O:35])[CH:2]=[CH2:3].C(N(S(F)(F)F)CC)C.C([O-])([O-])=O.[K+].[K+].C([O-])(O)=O.[Na+]. Product: [CH2:1]([C@@:4]1([CH3:36])[CH2:9][C@H:8]([C:10]2[CH:15]=[CH:14][CH:13]=[C:12]([Cl:16])[CH:11]=2)[C@@H:7]([C:17]2[CH:22]=[CH:21][C:20]([Cl:23])=[CH:19][CH:18]=2)[N:6]([C@H:24]([C:25]2[O:26][CH2:32][C:28]([CH3:31])([CH3:29])[N:27]=2)[CH2:33][CH3:34])[C:5]1=[O:35])[CH:2]=[CH2:3]. The catalyst class is: 2.